This data is from Reaction yield outcomes from USPTO patents with 853,638 reactions. The task is: Predict the reaction yield, written as a fraction of the theoretical maximum amount of product (1.0 means a 100% yield; for example, 0.34 means a 34% yield). The catalyst is CO. The yield is 0.390. The reactants are [CH3:1][N:2]1[C:7](=[O:8])[C:6]([NH:9][C:10]2[CH:15]=[CH:14][C:13]([N:16]3[CH2:21][CH2:20][N:19]([CH:22]4[CH2:25][O:24][CH2:23]4)[CH2:18][C@H:17]3[CH3:26])=[CH:12][N:11]=2)=[CH:5][C:4]([C:27]2[C:32]([CH:33]=[O:34])=[C:31]([N:35]3[CH:47]=[CH:46][N:38]4[C:39]5[CH2:40][CH2:41][CH2:42][CH2:43][C:44]=5[CH:45]=[C:37]4[C:36]3=[O:48])[N:30]=[CH:29][CH:28]=2)=[CH:3]1.[BH4-].[Na+]. The product is [OH:34][CH2:33][C:32]1[C:31]([N:35]2[CH:47]=[CH:46][N:38]3[C:39]4[CH2:40][CH2:41][CH2:42][CH2:43][C:44]=4[CH:45]=[C:37]3[C:36]2=[O:48])=[N:30][CH:29]=[CH:28][C:27]=1[C:4]1[CH:5]=[C:6]([NH:9][C:10]2[CH:15]=[CH:14][C:13]([N:16]3[CH2:21][CH2:20][N:19]([CH:22]4[CH2:25][O:24][CH2:23]4)[CH2:18][C@H:17]3[CH3:26])=[CH:12][N:11]=2)[C:7](=[O:8])[N:2]([CH3:1])[CH:3]=1.